Task: Predict the reactants needed to synthesize the given product.. Dataset: Full USPTO retrosynthesis dataset with 1.9M reactions from patents (1976-2016) (1) Given the product [NH:31]1[C:29]2[CH:30]=[CH:25][C:26]([C:49]([N:17]3[CH2:18][CH2:19][C:14]4[C:13]([C:21]([NH2:23])=[O:22])=[C:12]([NH:11][C:9](=[O:10])[CH2:8][C:5]5[CH:6]=[CH:7][C:2]([Cl:1])=[CH:3][C:4]=5[F:24])[S:20][C:15]=4[CH2:16]3)=[O:50])=[CH:27][C:28]=2[N:33]=[N:32]1, predict the reactants needed to synthesize it. The reactants are: [Cl:1][C:2]1[CH:7]=[CH:6][C:5]([CH2:8][C:9]([NH:11][C:12]2[S:20][C:15]3[CH2:16][NH:17][CH2:18][CH2:19][C:14]=3[C:13]=2[C:21]([NH2:23])=[O:22])=[O:10])=[C:4]([F:24])[CH:3]=1.[CH:25]1[CH:26]=[CH:27][C:28]2[N:33](O)[N:32]=[N:31][C:29]=2[CH:30]=1.CCN=C=NCCCN(C)C.CN([CH:49]=[O:50])C. (2) Given the product [CH2:33]([N:40]([OH:41])[C:21]([C:17]1[CH:16]=[C:15]([N:14]([CH2:7][C:8]2[CH:9]=[CH:10][CH:11]=[CH:12][CH:13]=2)[CH3:24])[CH:20]=[CH:19][N:18]=1)=[O:23])[C:34]1[CH:39]=[CH:38][CH:37]=[CH:36][CH:35]=1, predict the reactants needed to synthesize it. The reactants are: C(Cl)(=O)C(Cl)=O.[CH2:7]([N:14]([CH3:24])[C:15]1[CH:20]=[CH:19][N:18]=[C:17]([C:21]([OH:23])=O)[CH:16]=1)[C:8]1[CH:13]=[CH:12][CH:11]=[CH:10][CH:9]=1.C(N(CC)CC)C.Cl.[CH2:33]([NH:40][OH:41])[C:34]1[CH:39]=[CH:38][CH:37]=[CH:36][CH:35]=1. (3) Given the product [Cl:1][C:2]1[N:3]=[N:4][C:5]([NH:8][NH:9][C:21](=[O:22])[CH2:20][C:16]2[CH:15]=[C:14]3[C:19](=[CH:18][CH:17]=2)[N:10]=[CH:11][CH:12]=[CH:13]3)=[CH:6][CH:7]=1, predict the reactants needed to synthesize it. The reactants are: [Cl:1][C:2]1[N:3]=[N:4][C:5]([NH:8][NH2:9])=[CH:6][CH:7]=1.[N:10]1[C:19]2[C:14](=[CH:15][C:16]([CH2:20][C:21](O)=[O:22])=[CH:17][CH:18]=2)[CH:13]=[CH:12][CH:11]=1.C1CCC(N=C=NC2CCCCC2)CC1.C1(NC(=O)NC2CCCCC2)CCCCC1. (4) Given the product [Cl:1][C:2]1[CH:7]=[C:6]([Cl:8])[CH:5]=[CH:4][C:3]=1[CH:9]1[CH:18]([C:19]([NH:51][O:63][CH2:64][C:43]2[CH:42]=[CH:41][CH:40]=[C:37]([OH:38])[CH:44]=2)=[O:20])[C:17]2[C:12](=[CH:13][CH:14]=[CH:15][CH:16]=2)[C:11](=[O:22])[N:10]1[CH:23]1[CH2:28][CH2:27][CH2:26][CH2:25][CH:24]1[NH:29][S:30]([CH3:33])(=[O:31])=[O:32], predict the reactants needed to synthesize it. The reactants are: [Cl:1][C:2]1[CH:7]=[C:6]([Cl:8])[CH:5]=[CH:4][C:3]=1[CH:9]1[CH:18]([C:19](O)=[O:20])[C:17]2[C:12](=[CH:13][CH:14]=[CH:15][CH:16]=2)[C:11](=[O:22])[N:10]1[CH:23]1[CH2:28][CH2:27][CH2:26][CH2:25][CH:24]1[NH:29][S:30]([CH3:33])(=[O:32])=[O:31].CN([CH:37]=[O:38])C.C1[CH:40]=[CH:41][C:42]2N(O)N=N[C:43]=2[CH:44]=1.CC[N:51]=C=NCCCN(C)C.C([O:63][CH2:64]C)(=O)C. (5) Given the product [Cl:12][C:13]1[CH:14]=[C:15]([C:25]2[N:26]=[C:25]([C:15]3[CH:16]=[C:17]([C:19]4[CH:20]=[CH:21][CH:22]=[CH:23][CH:24]=4)[CH:18]=[C:13]([Cl:12])[CH:14]=3)[N:33]=[C:5]([C:4]3[CH:3]=[C:2]([Br:1])[CH:10]=[C:9]([Br:11])[CH:8]=3)[N:26]=2)[CH:16]=[C:17]([C:19]2[CH:24]=[CH:23][CH:22]=[CH:21][CH:20]=2)[CH:18]=1, predict the reactants needed to synthesize it. The reactants are: [Br:1][C:2]1[CH:3]=[C:4]([CH:8]=[C:9]([Br:11])[CH:10]=1)[C:5](Cl)=O.[Cl:12][C:13]1[CH:14]=[C:15]([C:25]#[N:26])[CH:16]=[C:17]([C:19]2[CH:24]=[CH:23][CH:22]=[CH:21][CH:20]=2)[CH:18]=1.[Sb](Cl)(Cl)(Cl)(Cl)Cl.[NH3:33]. (6) Given the product [Cl:11][C:12]1[CH:13]=[C:14]([C:15]([N:4]2[C:5]3[CH:10]=[CH:9][CH:8]=[CH:7][C:6]=3[O:1][CH2:2][CH2:3]2)=[O:16])[CH:18]=[C:19]([O:22][CH3:23])[C:20]=1[OH:21], predict the reactants needed to synthesize it. The reactants are: [O:1]1[C:6]2[CH:7]=[CH:8][CH:9]=[CH:10][C:5]=2[NH:4][CH2:3][CH2:2]1.[Cl:11][C:12]1[CH:13]=[C:14]([CH:18]=[C:19]([O:22][CH3:23])[C:20]=1[OH:21])[C:15](Cl)=[O:16]. (7) Given the product [CH2:1]([O:3][C:4](=[O:51])[CH2:5][CH2:6][CH2:7][N:8]([CH2:52][CH3:53])[S:9]([C:12]1[CH:13]=[C:14]([CH:48]=[CH:49][CH:50]=1)[C:15]([NH:17][C:18]1[S:19][C:20]2[CH2:47][CH2:46][CH2:45][CH2:44][C:21]=2[C:22]=1[C:23]([NH:25][C:26]1[CH:31]=[CH:30][C:29]([CH2:32][CH2:33][C:34]2[CH:43]=[CH:42][C:37]([C:38]([O:40][CH3:41])=[O:39])=[CH:36][CH:35]=2)=[CH:28][CH:27]=1)=[O:24])=[O:16])(=[O:11])=[O:10])[CH3:2], predict the reactants needed to synthesize it. The reactants are: [CH2:1]([O:3][C:4](=[O:51])[CH2:5][CH2:6][CH2:7][NH:8][S:9]([C:12]1[CH:13]=[C:14]([CH:48]=[CH:49][CH:50]=1)[C:15]([NH:17][C:18]1[S:19][C:20]2[CH2:47][CH2:46][CH2:45][CH2:44][C:21]=2[C:22]=1[C:23]([NH:25][C:26]1[CH:31]=[CH:30][C:29]([CH2:32][CH2:33][C:34]2[CH:43]=[CH:42][C:37]([C:38]([O:40][CH3:41])=[O:39])=[CH:36][CH:35]=2)=[CH:28][CH:27]=1)=[O:24])=[O:16])(=[O:11])=[O:10])[CH3:2].[CH2:52](I)[CH3:53].C(=O)([O-])[O-].[K+].[K+].C(O)(=O)CC(CC(O)=O)(C(O)=O)O. (8) Given the product [Br:24][C:4]1[C:3]2[CH:6]=[CH:7][CH:8]=[C:9]([C:10]([NH2:12])=[O:11])[C:2]=2[S:1][CH:5]=1, predict the reactants needed to synthesize it. The reactants are: [S:1]1[CH:5]=[CH:4][C:3]2[CH:6]=[CH:7][CH:8]=[C:9]([C:10]([NH2:12])=[O:11])[C:2]1=2.C(O)(=O)C.C1C(=O)N([Br:24])C(=O)C1. (9) Given the product [Cl:17][C:18]1[CH:19]=[C:20]2[N:46]([CH2:13][O:12][CH2:11][CH2:10][Si:9]([CH3:16])([CH3:15])[CH3:8])[C:45]([S:47]([CH3:50])(=[O:49])=[O:48])=[N:44][C:21]2=[N:22][C:23]=1[C:24]1[CH:29]=[CH:28][C:27]([C:30]2[CH:31]=[CH:32][C:33]([C:36]([N:38]3[CH2:42][CH2:41][C@@H:40]([OH:43])[CH2:39]3)=[O:37])=[CH:34][CH:35]=2)=[CH:26][CH:25]=1, predict the reactants needed to synthesize it. The reactants are: C(N(CC)CC)C.[CH3:8][Si:9]([CH3:16])([CH3:15])[CH2:10][CH2:11][O:12][CH2:13]Cl.[Cl:17][C:18]1[CH:19]=[C:20]2[NH:46][C:45]([S:47]([CH3:50])(=[O:49])=[O:48])=[N:44][C:21]2=[N:22][C:23]=1[C:24]1[CH:29]=[CH:28][C:27]([C:30]2[CH:35]=[CH:34][C:33]([C:36]([N:38]3[CH2:42][CH2:41][C@@H:40]([OH:43])[CH2:39]3)=[O:37])=[CH:32][CH:31]=2)=[CH:26][CH:25]=1.